Dataset: Reaction yield outcomes from USPTO patents with 853,638 reactions. Task: Predict the reaction yield, written as a fraction of the theoretical maximum amount of product (1.0 means a 100% yield; for example, 0.34 means a 34% yield). (1) The reactants are C[O:2][C:3](=[O:25])[C:4]1[CH:9]=[CH:8][C:7]([O:10][CH2:11][C:12]2[C:13]([C:18]3[CH:23]=[CH:22][CH:21]=[C:20]([Cl:24])[CH:19]=3)=[N:14][O:15][C:16]=2[CH3:17])=[N:6][CH:5]=1.COC(=O)C1C=CC(OCC2C(C3C=CC=C(F)C=3)=NOC=2C)=NC=1. No catalyst specified. The product is [Cl:24][C:20]1[CH:19]=[C:18]([C:13]2[C:12]([CH2:11][O:10][C:7]3[CH:8]=[CH:9][C:4]([C:3]([OH:25])=[O:2])=[CH:5][N:6]=3)=[C:16]([CH3:17])[O:15][N:14]=2)[CH:23]=[CH:22][CH:21]=1. The yield is 0.840. (2) The reactants are [OH:1][CH2:2][CH:3]1[CH2:20][C:5]2([CH2:8][CH:7]([C:9]3[C:18]4[C:13](=[CH:14][CH:15]=[CH:16][CH:17]=4)[C:12](=[O:19])[NH:11][N:10]=3)[CH2:6]2)[CH2:4]1.[Cl:21][C:22]([Cl:27])([Cl:26])C([O-])=O.[Na+].ClC(Cl)(Cl)C(O)=O. The catalyst is CN(C=O)C. The product is [Cl:21][C:22]([Cl:27])([Cl:26])[CH:2]([CH:3]1[CH2:4][C:5]2([CH2:6][CH:7]([C:9]3[C:18]4[C:13](=[CH:14][CH:15]=[CH:16][CH:17]=4)[C:12](=[O:19])[NH:11][N:10]=3)[CH2:8]2)[CH2:20]1)[OH:1]. The yield is 0.550. (3) The reactants are CN(C(ON1N=NC2C=CC=NC1=2)=[N+](C)C)C.F[P-](F)(F)(F)(F)F.[F:25][C:26]1[CH:34]=[CH:33][C:29]([C:30]([OH:32])=O)=[C:28]([N+:35]([O-:37])=[O:36])[CH:27]=1.Cl.[NH2:39][C:40]1([C:47]([O:49][CH3:50])=[O:48])[CH2:46][CH2:45][CH2:44][CH2:43][CH2:42][CH2:41]1.C(N(C(C)C)CC)(C)C. The catalyst is CN(C=O)C.C(OCC)(=O)C.CCCCCC.C(OCC)(=O)C. The product is [F:25][C:26]1[CH:34]=[CH:33][C:29]([C:30]([NH:39][C:40]2([C:47]([O:49][CH3:50])=[O:48])[CH2:46][CH2:45][CH2:44][CH2:43][CH2:42][CH2:41]2)=[O:32])=[C:28]([N+:35]([O-:37])=[O:36])[CH:27]=1. The yield is 0.520. (4) The reactants are [CH3:1][O:2][C:3](=[O:12])[C:4]1[CH:9]=[CH:8][C:7](F)=[CH:6][C:5]=1[Cl:11].Cl.[CH3:14][NH:15][CH3:16].C(=O)([O-])[O-].[K+].[K+]. The catalyst is CS(C)=O. The product is [CH3:1][O:2][C:3](=[O:12])[C:4]1[CH:9]=[CH:8][C:7]([N:15]([CH3:16])[CH3:14])=[CH:6][C:5]=1[Cl:11]. The yield is 0.990.